From a dataset of Reaction yield outcomes from USPTO patents with 853,638 reactions. Predict the reaction yield, written as a fraction of the theoretical maximum amount of product (1.0 means a 100% yield; for example, 0.34 means a 34% yield). (1) The reactants are [Cl-].O[NH3+:3].[C:4](=[O:7])([O-])[OH:5].[Na+].CS(C)=O.[CH2:13]([C:15]1[N:20]=[CH:19][C:18]([CH2:21][N:22]2[C:27](=[O:28])[C:26]([CH2:29][C:30]3[CH:35]=[CH:34][C:33]([C:36]4[C:37]([C:42]#[N:43])=[CH:38][CH:39]=[CH:40][CH:41]=4)=[CH:32][CH:31]=3)=[C:25]([CH2:44][CH2:45][CH3:46])[N:24]3[N:47]=[C:48]([CH3:50])[N:49]=[C:23]23)=[CH:17][CH:16]=1)[CH3:14]. The catalyst is C(OCC)(=O)C. The product is [CH2:13]([C:15]1[N:20]=[CH:19][C:18]([CH2:21][N:22]2[C:27](=[O:28])[C:26]([CH2:29][C:30]3[CH:35]=[CH:34][C:33]([C:36]4[CH:41]=[CH:40][CH:39]=[CH:38][C:37]=4[C:42]4[NH:3][C:4](=[O:7])[O:5][N:43]=4)=[CH:32][CH:31]=3)=[C:25]([CH2:44][CH2:45][CH3:46])[N:24]3[N:47]=[C:48]([CH3:50])[N:49]=[C:23]23)=[CH:17][CH:16]=1)[CH3:14]. The yield is 0.460. (2) The reactants are [CH:1]([O:4][C:5]1[CH:13]=[C:12]([C:14]([N:16]([CH:20]([CH3:22])[CH3:21])[CH:17]([CH3:19])[CH3:18])=[O:15])[CH:11]=[CH:10][C:6]=1[C:7](O)=[O:8])([CH3:3])[CH3:2].Cl.[CH3:24][O:25][C:26](=[O:33])[C@H:27]([CH2:29][CH:30]([CH3:32])[CH3:31])[NH2:28].ON1C2C=CC=CC=2N=N1.CCN(CC)CC. The catalyst is C(Cl)Cl. The product is [CH3:24][O:25][C:26](=[O:33])[C@@H:27]([NH:28][C:7](=[O:8])[C:6]1[CH:10]=[CH:11][C:12]([C:14](=[O:15])[N:16]([CH:17]([CH3:18])[CH3:19])[CH:20]([CH3:22])[CH3:21])=[CH:13][C:5]=1[O:4][CH:1]([CH3:3])[CH3:2])[CH2:29][CH:30]([CH3:32])[CH3:31]. The yield is 0.850. (3) The reactants are [CH2:1]([N:8]1[CH2:38][CH2:37][C:11]2([O:15][CH2:14][C:13]([N:16]([CH2:20][C:21]3[C:26]([C:27]([F:30])([F:29])[F:28])=[CH:25][CH:24]=[CH:23][C:22]=3[F:31])[C:17]([NH2:19])=[O:18])=[C:12]2[C:32]([O:34]CC)=O)[CH2:10][CH2:9]1)[C:2]1[CH:7]=[CH:6][CH:5]=[CH:4][CH:3]=1.[OH-].[Na+]. The catalyst is C(O)C. The product is [CH2:1]([N:8]1[CH2:38][CH2:37][C:11]2([C:12]3[C:32](=[O:34])[NH:19][C:17](=[O:18])[N:16]([CH2:20][C:21]4[C:26]([C:27]([F:29])([F:30])[F:28])=[CH:25][CH:24]=[CH:23][C:22]=4[F:31])[C:13]=3[CH2:14][O:15]2)[CH2:10][CH2:9]1)[C:2]1[CH:3]=[CH:4][CH:5]=[CH:6][CH:7]=1. The yield is 0.700. (4) The reactants are [C:1]1([C@H:7]2[N:21]3[C:22]4[C:14]([C:15]5[C:16](=[O:23])[CH2:17][CH2:18][CH2:19][C:20]=53)=[CH:13][CH:12]=[CH:11][C:10]=4[O:9][CH2:8]2)[CH:6]=[CH:5][CH:4]=[CH:3][CH:2]=1.[Cl-].[Li+].[Br-].[Li+].C(=O)([O-])[O-].[Li+].[Li+]. The catalyst is CN(C=O)C.C(OCC)(=O)C.O. The product is [C:1]1([C@H:7]2[N:21]3[C:22]4[C:14]([C:15]5[C:20]3=[CH:19][CH:18]=[CH:17][C:16]=5[OH:23])=[CH:13][CH:12]=[CH:11][C:10]=4[O:9][CH2:8]2)[CH:2]=[CH:3][CH:4]=[CH:5][CH:6]=1. The yield is 0.350. (5) The reactants are [N:1]1([C:7]([C:9]2[CH:14]=[CH:13][CH:12]=[C:11]([C:15]3[CH:16]=[C:17]4[CH:23]=[N:22][NH:21][C:18]4=[N:19][CH:20]=3)[CH:10]=2)=[O:8])[CH2:6][CH2:5][O:4][CH2:3][CH2:2]1.[I:24]N1C(=O)CCC1=O. The yield is 0.880. The catalyst is ClC(Cl)C.ClCCl. The product is [I:24][C:23]1[C:17]2[C:18](=[N:19][CH:20]=[C:15]([C:11]3[CH:10]=[C:9]([C:7]([N:1]4[CH2:2][CH2:3][O:4][CH2:5][CH2:6]4)=[O:8])[CH:14]=[CH:13][CH:12]=3)[CH:16]=2)[NH:21][N:22]=1. (6) The reactants are [C:1]([NH2:9])(=[O:8])[C:2]1[CH:7]=[CH:6][N:5]=[CH:4][CH:3]=1.[Br:10][CH:11]([CH3:13])[CH3:12]. The catalyst is CN(C=O)C. The product is [Br-:10].[CH:11]([N+:5]1[CH:6]=[CH:7][C:2]([C:1]([NH2:9])=[O:8])=[CH:3][CH:4]=1)([CH3:13])[CH3:12]. The yield is 0.650. (7) The reactants are Cl[C:2]1[CH:3]=[C:4]([CH:8]=[CH:9][CH:10]=1)[C:5]([OH:7])=[O:6].[C:11]([C:14]1[CH:19]=[CH:18][CH:17]=[CH:16][C:15]=1B(O)O)(=[O:13])[CH3:12].C([O-])([O-])=O.[K+].[K+]. The catalyst is CC([O-])=O.CC([O-])=O.[Pd+2].C1(P(C2CCCCC2)C2C=CC=CC=2C2C(OC)=CC=C(S([O-])(=O)=O)C=2OC)CCCCC1.[Na+].O. The product is [C:11]([C:14]1[CH:19]=[CH:18][CH:17]=[CH:16][C:15]=1[C:2]1[CH:10]=[CH:9][CH:8]=[C:4]([C:5]([OH:7])=[O:6])[CH:3]=1)(=[O:13])[CH3:12]. The yield is 0.970. (8) The reactants are C(OC(=O)[NH:10][CH2:11][CH:12]1[CH2:16][C:15]2[CH:17]=[CH:18][CH:19]=[C:20]([C:21]3[CH:26]=[CH:25][C:24]([F:27])=[CH:23][C:22]=3[F:28])[C:14]=2[O:13]1)C1C=CC=CC=1. The catalyst is [Pd]. The product is [F:28][C:22]1[CH:23]=[C:24]([F:27])[CH:25]=[CH:26][C:21]=1[C:20]1[C:14]2[O:13][CH:12]([CH2:11][NH2:10])[CH2:16][C:15]=2[CH:17]=[CH:18][CH:19]=1. The yield is 0.660. (9) The reactants are [Cl-].O[NH3+:3].[C:4](=[O:7])([O-])[OH:5].[Na+].CS(C)=O.[CH3:13][C:14]1[N:15]([CH2:39][C:40]2[CH:45]=[CH:44][CH:43]=[CH:42][N:41]=2)[C:16](=[O:38])[C:17]([CH2:23][C:24]2[CH:29]=[CH:28][C:27]([C:30]3[C:31]([C:36]#[N:37])=[CH:32][CH:33]=[CH:34][CH:35]=3)=[CH:26][CH:25]=2)=[C:18]([CH2:20][CH2:21][CH3:22])[N:19]=1. The catalyst is C(OCC)(=O)C. The product is [CH3:13][C:14]1[N:15]([CH2:39][C:40]2[CH:45]=[CH:44][CH:43]=[CH:42][N:41]=2)[C:16](=[O:38])[C:17]([CH2:23][C:24]2[CH:25]=[CH:26][C:27]([C:30]3[CH:35]=[CH:34][CH:33]=[CH:32][C:31]=3[C:36]3[NH:3][C:4](=[O:7])[O:5][N:37]=3)=[CH:28][CH:29]=2)=[C:18]([CH2:20][CH2:21][CH3:22])[N:19]=1. The yield is 0.700. (10) The reactants are [Br:1][C:2]1[CH:7]=[CH:6][C:5]([CH:8]([OH:11])[CH2:9][OH:10])=[CH:4][CH:3]=1.[C:12](N1C=CN=C1)(N1C=CN=C1)=[O:13]. The catalyst is C(#N)C.CCOC(C)=O. The product is [Br:1][C:2]1[CH:3]=[CH:4][C:5]([CH:8]2[CH2:9][O:10][C:12](=[O:13])[O:11]2)=[CH:6][CH:7]=1. The yield is 0.570.